Dataset: Forward reaction prediction with 1.9M reactions from USPTO patents (1976-2016). Task: Predict the product of the given reaction. (1) Given the reactants Cl[C:2]1[CH:14]=[CH:13][C:5]([C:6]([NH:8][CH2:9][CH:10]2[CH2:12][CH2:11]2)=[O:7])=[CH:4][N:3]=1.[CH:15]1([CH2:18][NH:19][C:20](=[O:37])[C:21]2[CH:26]=[CH:25][C:24]([CH3:27])=[C:23](B3OC(C)(C)C(C)(C)O3)[CH:22]=2)[CH2:17][CH2:16]1, predict the reaction product. The product is: [CH:15]1([CH2:18][NH:19][C:20]([C:21]2[CH:22]=[CH:23][C:24]([CH3:27])=[C:25]([C:2]3[CH:14]=[CH:13][C:5]([C:6]([NH:8][CH2:9][CH:10]4[CH2:12][CH2:11]4)=[O:7])=[CH:4][N:3]=3)[CH:26]=2)=[O:37])[CH2:17][CH2:16]1. (2) Given the reactants C([O:8][C:9]1[N:14]=[C:13]([NH:15][C:16]2[CH:21]=[CH:20][C:19]([C:22]3[N:23]=[C:24]([N:35]4[CH2:40][CH2:39][O:38][CH2:37][C@@H:36]4[CH3:41])[C:25]4[CH2:31][CH2:30][N:29]([C:32](=[O:34])[CH3:33])[CH2:28][C:26]=4[N:27]=3)=[CH:18][CH:17]=2)[CH:12]=[CH:11][CH:10]=1)C1C=CC=CC=1.CO.C(O)(=O)C, predict the reaction product. The product is: [C:32]([N:29]1[CH2:30][CH2:31][C:25]2[C:24]([N:35]3[CH2:40][CH2:39][O:38][CH2:37][C@@H:36]3[CH3:41])=[N:23][C:22]([C:19]3[CH:20]=[CH:21][C:16]([NH:15][C:13]4[NH:14][C:9](=[O:8])[CH:10]=[CH:11][CH:12]=4)=[CH:17][CH:18]=3)=[N:27][C:26]=2[CH2:28]1)(=[O:34])[CH3:33].